This data is from Catalyst prediction with 721,799 reactions and 888 catalyst types from USPTO. The task is: Predict which catalyst facilitates the given reaction. (1) Reactant: [O:1]([CH2:8][C:9]1[CH:14]=[CH:13][C:12]([CH2:15][C:16](Cl)=[N:17][OH:18])=[CH:11][CH:10]=1)[C:2]1[CH:7]=[CH:6][CH:5]=[CH:4][CH:3]=1.[C:20]([C:22]1[C:23]([NH2:29])=[N:24][C:25]([NH2:28])=[CH:26][CH:27]=1)#[CH:21].C(N(CC)CC)C. Product: [O:1]([CH2:8][C:9]1[CH:14]=[CH:13][C:12]([CH2:15][C:16]2[CH:21]=[C:20]([C:22]3[C:23]([NH2:29])=[N:24][C:25]([NH2:28])=[CH:26][CH:27]=3)[O:18][N:17]=2)=[CH:11][CH:10]=1)[C:2]1[CH:7]=[CH:6][CH:5]=[CH:4][CH:3]=1. The catalyst class is: 7. (2) Reactant: [CH2:1]([O:8][C:9]([NH:11][CH2:12][C:13]([OH:15])=O)=[O:10])[C:2]1[CH:7]=[CH:6][CH:5]=[CH:4][CH:3]=1.C1N=CN(C(N2C=N[CH:25]=[CH:24]2)=O)C=1.[Cl-].[Mg+2].[Cl-].C(O)(=O)[CH2:32][C:33]([OH:35])=[O:34].C([K])C. Product: [CH2:1]([O:8][C:9]([NH:11][CH2:12][C:13](=[O:15])[CH2:32][C:33]([O:35][CH2:24][CH3:25])=[O:34])=[O:10])[C:2]1[CH:3]=[CH:4][CH:5]=[CH:6][CH:7]=1. The catalyst class is: 7.